Dataset: Full USPTO retrosynthesis dataset with 1.9M reactions from patents (1976-2016). Task: Predict the reactants needed to synthesize the given product. The reactants are: [F:1][C:2]([F:32])([F:31])[C:3]1[CH:8]=[CH:7][CH:6]=[CH:5][C:4]=1[NH:9][C:10](=[O:30])[NH:11][C:12]1[CH:17]=[CH:16][C:15]([C:18]2[N:22]3[N:23]=[CH:24][CH:25]=[C:26]([C:27](O)=[O:28])[C:21]3=[N:20][N:19]=2)=[CH:14][CH:13]=1.Cl.[C:34]([O:38][C:39](=[O:45])[C@H:40]([CH:42]([CH3:44])[CH3:43])[NH2:41])([CH3:37])([CH3:36])[CH3:35].C(Cl)CCl.C1C=CC2N(O)N=NC=2C=1.CCN(C(C)C)C(C)C. Given the product [CH3:43][CH:42]([CH3:44])[C@H:40]([NH:41][C:27]([C:26]1[C:21]2[N:22]([C:18]([C:15]3[CH:14]=[CH:13][C:12]([NH:11][C:10]([NH:9][C:4]4[CH:5]=[CH:6][CH:7]=[CH:8][C:3]=4[C:2]([F:31])([F:1])[F:32])=[O:30])=[CH:17][CH:16]=3)=[N:19][N:20]=2)[N:23]=[CH:24][CH:25]=1)=[O:28])[C:39]([O:38][C:34]([CH3:37])([CH3:36])[CH3:35])=[O:45], predict the reactants needed to synthesize it.